From a dataset of Forward reaction prediction with 1.9M reactions from USPTO patents (1976-2016). Predict the product of the given reaction. Given the reactants [F:1][C:2]1[CH:3]=[C:4]([CH3:13])[C:5]([O:11][CH3:12])=[C:6]([C:8](=O)[CH3:9])[CH:7]=1.[NH3:14].[BH4-].[Na+], predict the reaction product. The product is: [F:1][C:2]1[CH:3]=[C:4]([CH3:13])[C:5]([O:11][CH3:12])=[C:6]([CH:8]([NH2:14])[CH3:9])[CH:7]=1.